From a dataset of Forward reaction prediction with 1.9M reactions from USPTO patents (1976-2016). Predict the product of the given reaction. Given the reactants [SH:1][C:2]1[N:7]=[C:6]([OH:8])[CH:5]=[C:4]([OH:9])[N:3]=1.[Cl:10][C:11]1[C:12]([F:19])=[C:13]([CH:16]=[CH:17][CH:18]=1)[CH2:14]Br, predict the reaction product. The product is: [Cl:10][C:11]1[C:12]([F:19])=[C:13]([CH:16]=[CH:17][CH:18]=1)[CH2:14][S:1][C:2]1[N:7]=[C:6]([OH:8])[CH:5]=[C:4]([OH:9])[N:3]=1.